Dataset: Forward reaction prediction with 1.9M reactions from USPTO patents (1976-2016). Task: Predict the product of the given reaction. (1) Given the reactants C([N:4]1[C:12]2[N:11]=[C:10]([CH2:13][CH3:14])[N:9]([CH3:15])[C:8]=2[C:7](=[O:16])[N:6]([CH2:17][C:18]2[CH:23]=[CH:22][C:21]([Cl:24])=[CH:20][CH:19]=2)[C:5]1=[O:25])C=C.C[N+]1([O-])CC[O:30]CC1.[CH3:34][C:35]([CH3:37])=[O:36], predict the reaction product. The product is: [Cl:24][C:21]1[CH:22]=[CH:23][C:18]([CH2:17][N:6]2[C:7](=[O:16])[C:8]3[N:9]([CH3:15])[C:10]([CH2:13][CH3:14])=[N:11][C:12]=3[N:4]([CH2:34][CH:35]([OH:36])[CH2:37][OH:30])[C:5]2=[O:25])=[CH:19][CH:20]=1. (2) Given the reactants [F:1][C:2]1[CH:7]=[C:6]([N+:8]([O-])=O)[CH:5]=[C:4]([F:11])[C:3]=1[N:12]1[CH2:17][CH2:16][S:15][CH2:14][CH2:13]1, predict the reaction product. The product is: [F:11][C:4]1[CH:5]=[C:6]([CH:7]=[C:2]([F:1])[C:3]=1[N:12]1[CH2:17][CH2:16][S:15][CH2:14][CH2:13]1)[NH2:8]. (3) Given the reactants [CH3:1][O:2][C:3]([C:5]1[NH:15][C:8]2=[N:9][CH:10]=[C:11]([CH:13]=O)[CH:12]=[C:7]2[CH:6]=1)=[O:4].[NH2:16][C:17]1[CH:18]=[C:19]([NH:24][C:25](=[O:32])[C:26]2[CH:31]=[CH:30][CH:29]=[CH:28][CH:27]=2)[CH:20]=[CH:21][C:22]=1[CH3:23].[O-]S([O-])(=O)=O.[Mg+2], predict the reaction product. The product is: [CH3:1][O:2][C:3]([C:5]1[NH:15][C:8]2=[N:9][CH:10]=[C:11]([CH:13]=[N:16][C:17]3[CH:18]=[C:19]([NH:24][C:25](=[O:32])[C:26]4[CH:31]=[CH:30][CH:29]=[CH:28][CH:27]=4)[CH:20]=[CH:21][C:22]=3[CH3:23])[CH:12]=[C:7]2[CH:6]=1)=[O:4]. (4) Given the reactants [NH2:1][C:2]1[N:3]=[CH:4][C:5]([C:17]2[CH:22]=[CH:21][C:20]([S:23]([N:26]3[CH2:31][CH2:30][N:29](C(OC(C)(C)C)=O)[CH2:28][CH2:27]3)(=[O:25])=[O:24])=[CH:19][CH:18]=2)=[N:6][C:7]=1[C:8]([NH:10][C:11]1[CH:12]=[N:13][CH:14]=[CH:15][CH:16]=1)=[O:9].[Cl-:39], predict the reaction product. The product is: [ClH:39].[NH2:1][C:2]1[C:7]([C:8]([NH:10][C:11]2[CH:12]=[N:13][CH:14]=[CH:15][CH:16]=2)=[O:9])=[N:6][C:5]([C:17]2[CH:18]=[CH:19][C:20]([S:23]([N:26]3[CH2:31][CH2:30][NH:29][CH2:28][CH2:27]3)(=[O:24])=[O:25])=[CH:21][CH:22]=2)=[CH:4][N:3]=1. (5) Given the reactants Br[CH2:2][C:3]1[CH:8]=[CH:7][C:6]([CH2:9][CH2:10][NH:11][C:12]([C:14]2[CH:19]=[CH:18][C:17]([C:20]3[CH:25]=[CH:24][C:23]([Cl:26])=[CH:22][CH:21]=3)=[CH:16][CH:15]=2)=[O:13])=[CH:5][CH:4]=1.[N:27]1([C:33](=[O:35])[CH3:34])[CH2:32][CH2:31][NH:30][CH2:29][CH2:28]1, predict the reaction product. The product is: [C:33]([N:27]1[CH2:32][CH2:31][N:30]([CH2:2][C:3]2[CH:8]=[CH:7][C:6]([CH2:9][CH2:10][NH:11][C:12]([C:14]3[CH:19]=[CH:18][C:17]([C:20]4[CH:25]=[CH:24][C:23]([Cl:26])=[CH:22][CH:21]=4)=[CH:16][CH:15]=3)=[O:13])=[CH:5][CH:4]=2)[CH2:29][CH2:28]1)(=[O:35])[CH3:34]. (6) Given the reactants [I:1][C:2]1[CH:3]=[CH:4][CH:5]=[C:6]2[C:11]=1[N:10]=[C:9](S(C)=O)[N:8]([CH3:15])[C:7]2=[O:16].IC1C=CC=C2C=1N=C(S(C)(=O)=[O:29])N(C)C2=O.O[Li].O, predict the reaction product. The product is: [OH:29][C:9]1[N:8]([CH3:15])[C:7](=[O:16])[C:6]2[C:11](=[C:2]([I:1])[CH:3]=[CH:4][CH:5]=2)[N:10]=1. (7) Given the reactants [Cl:1][C:2]1[CH:11]=[C:10]2[C:5]([C:6](=[O:30])[NH:7][C:8]([CH:12]([NH:18][CH2:19][CH2:20][CH2:21][NH:22][C:23](=[O:29])[O:24][C:25]([CH3:28])([CH3:27])[CH3:26])[C:13]([N:15]([CH3:17])[CH3:16])=[O:14])=[N:9]2)=[CH:4][CH:3]=1.[CH3:31][C:32]1[CH:40]=[CH:39][C:35]([C:36](Cl)=[O:37])=[CH:34][CH:33]=1.C(N([CH2:46][CH3:47])CC)C, predict the reaction product. The product is: [CH3:31][C:32]1[CH:40]=[CH:39][C:35]([C:36]([O:30][CH:6]2[C:5]3[C:10](=[CH:11][C:2]([Cl:1])=[CH:3][CH:4]=3)[N:9]=[C:8]([CH:12]([N:18]([CH2:19][CH2:20][CH2:21][NH:22][C:23]([O:24][C:25]([CH3:27])([CH3:26])[CH3:28])=[O:29])[C:6](=[O:30])[C:5]3[CH:10]=[CH:11][C:46]([CH3:47])=[CH:3][CH:4]=3)[C:13]([N:15]([CH3:16])[CH3:17])=[O:14])[NH:7]2)=[O:37])=[CH:34][CH:33]=1.